Task: Predict the reactants needed to synthesize the given product.. Dataset: Full USPTO retrosynthesis dataset with 1.9M reactions from patents (1976-2016) (1) The reactants are: [NH:1]1[C:5]2[CH:6]=[CH:7][CH:8]=[CH:9][C:4]=2[N:3]=[C:2]1[CH2:10][N:11]([CH3:26])[C:12](=[O:25])[CH2:13][N:14]1[C:18]2[CH:19]=[C:20]([Cl:23])[CH:21]=[CH:22][C:17]=2[S:16][C:15]1=[O:24].CN(C=O)C.Br[CH2:33][CH2:34][O:35][Si:36]([C:39]([CH3:42])([CH3:41])[CH3:40])([CH3:38])[CH3:37].C([O-])([O-])=O.[K+].[K+]. Given the product [Si:36]([O:35][CH2:34][CH2:33][N:1]1[C:5]2[CH:6]=[CH:7][CH:8]=[CH:9][C:4]=2[N:3]=[C:2]1[CH2:10][N:11]([CH3:26])[C:12](=[O:25])[CH2:13][N:14]1[C:18]2[CH:19]=[C:20]([Cl:23])[CH:21]=[CH:22][C:17]=2[S:16][C:15]1=[O:24])([C:39]([CH3:42])([CH3:41])[CH3:40])([CH3:38])[CH3:37], predict the reactants needed to synthesize it. (2) Given the product [Br:20][C:9]1[S:8][C:7]([C:10]2[CH:18]=[CH:17][C:13]([C:14]([OH:16])=[O:15])=[CH:12][C:11]=2[CH3:19])=[N:6][C:5]=1[C:1]([CH3:4])([CH3:3])[CH3:2], predict the reactants needed to synthesize it. The reactants are: [C:1]([C:5]1[N:6]=[C:7]([C:10]2[CH:18]=[CH:17][C:13]([C:14]([OH:16])=[O:15])=[CH:12][C:11]=2[CH3:19])[S:8][CH:9]=1)([CH3:4])([CH3:3])[CH3:2].[Br:20]Br.S(=O)(O)[O-].[Na+]. (3) Given the product [CH3:1][O:2][C:3]([C:5]1[N:6]=[C:7]2[N:18]([CH2:19][CH2:20][N:21]3[CH2:22][CH2:23][NH:24][CH2:25][CH2:26]3)[C:17]3[CH:34]=[CH:35][CH:36]=[CH:37][C:16]=3[N:8]2[C:9](=[O:15])[C:10]=1[O:11][C:12](=[O:14])[CH3:13])=[O:4], predict the reactants needed to synthesize it. The reactants are: [CH3:1][O:2][C:3]([C:5]1[N:6]=[C:7]2[N:18]([CH2:19][CH2:20][N:21]3[CH2:26][CH2:25][N:24](C(OC(C)(C)C)=O)[CH2:23][CH2:22]3)[C:17]3[CH:34]=[CH:35][CH:36]=[CH:37][C:16]=3[N:8]2[C:9](=[O:15])[C:10]=1[O:11][C:12](=[O:14])[CH3:13])=[O:4].FC(F)(F)C(O)=O. (4) Given the product [NH2:16][C:15]1[C:5]([C:3]([NH:2][CH3:1])=[O:4])=[N:6][N:7]2[CH2:12][CH2:11][N:10]([CH3:13])[C:9](=[O:14])[C:8]=12, predict the reactants needed to synthesize it. The reactants are: [CH3:1][NH:2][C:3]([C:5]1[C:15]([N+:16]([O-])=O)=[C:8]2[C:9](=[O:14])[N:10]([CH3:13])[CH2:11][CH2:12][N:7]2[N:6]=1)=[O:4]. (5) Given the product [OH:14][CH2:15][C@H:16]1[NH:17][CH2:18][CH2:19][N:20]([C:2]2[NH:3][C:4](=[O:13])[C:5]3[C:10]([CH:11]=2)=[C:9]([CH3:12])[CH:8]=[CH:7][CH:6]=3)[CH2:21]1, predict the reactants needed to synthesize it. The reactants are: Cl[C:2]1[NH:3][C:4](=[O:13])[C:5]2[C:10]([CH:11]=1)=[C:9]([CH3:12])[CH:8]=[CH:7][CH:6]=2.[OH:14][CH2:15][C@@H:16]1[CH2:21][NH:20][CH2:19][CH2:18][NH:17]1. (6) Given the product [CH3:44][O:43][C:41]1[CH:42]=[C:37]([CH:38]=[C:39]([O:46][CH3:47])[C:40]=1[CH3:45])[C:36]([N:26]([CH2:25][C:22]1[S:23][CH:24]=[C:20]([C:18]([NH:17][S:14]([N:11]2[CH2:12][CH2:13][CH:9]([OH:8])[CH2:10]2)(=[O:16])=[O:15])=[O:19])[N:21]=1)[CH2:27][CH2:28][CH2:29][C:30]1[CH:31]=[CH:32][CH:33]=[CH:34][CH:35]=1)=[O:48], predict the reactants needed to synthesize it. The reactants are: [Si]([O:8][CH:9]1[CH2:13][CH2:12][N:11]([S:14]([NH:17][C:18]([C:20]2[N:21]=[C:22]([CH2:25][N:26]([C:36](=[O:48])[C:37]3[CH:42]=[C:41]([O:43][CH3:44])[C:40]([CH3:45])=[C:39]([O:46][CH3:47])[CH:38]=3)[CH2:27][CH2:28][CH2:29][C:30]3[CH:35]=[CH:34][CH:33]=[CH:32][CH:31]=3)[S:23][CH:24]=2)=[O:19])(=[O:16])=[O:15])[CH2:10]1)(C(C)(C)C)(C)C.CCCC[N+](CCCC)(CCCC)CCCC.[F-].C1COCC1. (7) Given the product [F:1][C:2]([C:8]1[CH:13]=[CH:12][CH:11]=[CH:10][N:9]=1)([CH3:7])[C:3]([OH:5])=[O:4], predict the reactants needed to synthesize it. The reactants are: [F:1][C:2]([C:8]1[CH:13]=[CH:12][CH:11]=[CH:10][N:9]=1)([CH3:7])[C:3]([O:5]C)=[O:4].C[Si](C)(C)[O-].[K+]. (8) The reactants are: [CH:1]1([C:4](=[O:10])[CH2:5][C:6]([O:8][CH3:9])=[O:7])[CH2:3][CH2:2]1.[CH:11](OCC)(OCC)OCC.[Br:21][C:22]1[CH:28]=[CH:27][C:25]([NH2:26])=[CH:24][C:23]=1[F:29]. Given the product [Br:21][C:22]1[CH:28]=[CH:27][C:25]([NH:26][CH:11]=[C:5]([C:4]([CH:1]2[CH2:3][CH2:2]2)=[O:10])[C:6]([O:8][CH3:9])=[O:7])=[CH:24][C:23]=1[F:29], predict the reactants needed to synthesize it. (9) The reactants are: [NH2:1][C:2]([C:5]1[CH:10]=[CH:9][CH:8]=[CH:7][CH:6]=1)([NH2:4])[CH3:3].[ClH:11].O1CCOCC1. Given the product [ClH:11].[ClH:11].[NH2:1][C:2]([C:5]1[CH:10]=[CH:9][CH:8]=[CH:7][CH:6]=1)([NH2:4])[CH3:3], predict the reactants needed to synthesize it.